Dataset: Full USPTO retrosynthesis dataset with 1.9M reactions from patents (1976-2016). Task: Predict the reactants needed to synthesize the given product. (1) Given the product [SH:17][C:15]1[S:16][C:9]2[CH:8]=[CH:7][C:4]([C:5]#[N:6])=[CH:3][C:2]=2[N:1]=1, predict the reactants needed to synthesize it. The reactants are: [NH2:1][C:2]1[CH:3]=[C:4]([CH:7]=[CH:8][C:9]=1Cl)[C:5]#[N:6].[K+].C(O[C:15]([S-:17])=[S:16])C.Cl. (2) Given the product [OH:8][C:9]1[CH:10]=[C:11]([CH:23]=[CH:24][CH:25]=1)[O:12][C:13]1[CH:14]=[CH:15][C:16]2[CH2:20][O:19][B:18]([OH:21])[C:17]=2[CH:22]=1, predict the reactants needed to synthesize it. The reactants are: C([O:8][C:9]1[CH:10]=[C:11]([CH:23]=[CH:24][CH:25]=1)[O:12][C:13]1[CH:14]=[CH:15][C:16]2[CH2:20][O:19][B:18]([OH:21])[C:17]=2[CH:22]=1)C1C=CC=CC=1.